Dataset: Reaction yield outcomes from USPTO patents with 853,638 reactions. Task: Predict the reaction yield, written as a fraction of the theoretical maximum amount of product (1.0 means a 100% yield; for example, 0.34 means a 34% yield). (1) The reactants are [Br:1][C:2]1[C:3](F)=[C:4]2[C:10]([NH:11][C:12](=[O:20])[C:13]3[C:18]([CH3:19])=[CH:17][CH:16]=[CH:15][N:14]=3)=[CH:9][NH:8][C:5]2=[N:6][CH:7]=1.[NH:22]1[CH2:27][CH2:26][CH2:25][C@@H:24]([NH:28][C:29](=[O:35])[O:30][C:31]([CH3:34])([CH3:33])[CH3:32])[CH2:23]1. The catalyst is CCCCO. The product is [Br:1][C:2]1[C:3]([N:22]2[CH2:27][CH2:26][CH2:25][C@@H:24]([NH:28][C:29](=[O:35])[O:30][C:31]([CH3:33])([CH3:32])[CH3:34])[CH2:23]2)=[C:4]2[C:10]([NH:11][C:12](=[O:20])[C:13]3[C:18]([CH3:19])=[CH:17][CH:16]=[CH:15][N:14]=3)=[CH:9][NH:8][C:5]2=[N:6][CH:7]=1. The yield is 0.280. (2) The product is [ClH:18].[CH2:1]([C:5]1[O:6][C:7]2[CH:13]=[CH:12][C:11]([NH2:14])=[CH:10][C:8]=2[CH:9]=1)[CH2:2][CH2:3][CH3:4]. The reactants are [CH2:1]([C:5]1[O:6][C:7]2[CH:13]=[CH:12][C:11]([NH:14]C(=O)C)=[CH:10][C:8]=2[CH:9]=1)[CH2:2][CH2:3][CH3:4].[ClH:18]. The yield is 0.886. No catalyst specified.